This data is from Full USPTO retrosynthesis dataset with 1.9M reactions from patents (1976-2016). The task is: Predict the reactants needed to synthesize the given product. The reactants are: [CH2:1](Br)[C:2]#[CH:3].[Mg].[CH:6](=[O:13])[C:7]1[CH:12]=[CH:11][CH:10]=[CH:9][CH:8]=1.OS(O)(=O)=O. Given the product [C:7]1([CH:6]([OH:13])[CH2:3][C:2]#[CH:1])[CH:12]=[CH:11][CH:10]=[CH:9][CH:8]=1, predict the reactants needed to synthesize it.